This data is from Catalyst prediction with 721,799 reactions and 888 catalyst types from USPTO. The task is: Predict which catalyst facilitates the given reaction. (1) Reactant: C(OC(=O)[NH:7][C@H:8]([CH2:17][O:18][CH3:19])[C:9]([N:11]1[CH2:14][CH:13]([C:15]#[N:16])[CH2:12]1)=[O:10])(C)(C)C.[F:21][C:22]([F:27])([F:26])[C:23]([OH:25])=[O:24]. Product: [F:21][C:22]([F:27])([F:26])[C:23]([OH:25])=[O:24].[NH2:7][C@H:8]([CH2:17][O:18][CH3:19])[C:9]([N:11]1[CH2:14][CH:13]([C:15]#[N:16])[CH2:12]1)=[O:10]. The catalyst class is: 4. (2) Reactant: [CH:1]1([C:7]2[CH:20]=[CH:19][C:10]([O:11][CH2:12][C@H:13]3[O:17][C:16]([NH2:18])=[N:15][CH2:14]3)=[CH:9][CH:8]=2)[CH2:6][CH2:5][CH2:4][CH2:3][CH2:2]1.C1O[C@H]1CCl.C1(C2C=CC(O)=CC=2)CCCCC1.C([O:41][C:42](=O)[C:43]([S:46][CH3:47])=[CH:44]O)C. Product: [CH:1]1([C:7]2[CH:20]=[CH:19][C:10]([O:11][CH2:12][C@H:13]3[O:17][C:16]4=[N:18][C:42](=[O:41])[C:43]([S:46][CH3:47])=[CH:44][N:15]4[CH2:14]3)=[CH:9][CH:8]=2)[CH2:2][CH2:3][CH2:4][CH2:5][CH2:6]1. The catalyst class is: 11. (3) Reactant: [C:1]([O:5][C:6]([N:8]1[C:12]([CH3:13])=[N:11][C:10]([CH2:14][CH2:15][C:16]2[CH:21]=[CH:20][C:19]([N+:22]([O-])=O)=[CH:18][CH:17]=2)=[N:9]1)=[O:7])([CH3:4])([CH3:3])[CH3:2]. Product: [C:1]([O:5][C:6]([N:8]1[C:12]([CH3:13])=[N:11][C:10]([CH2:14][CH2:15][C:16]2[CH:17]=[CH:18][C:19]([NH2:22])=[CH:20][CH:21]=2)=[N:9]1)=[O:7])([CH3:4])([CH3:2])[CH3:3]. The catalyst class is: 19.